This data is from Catalyst prediction with 721,799 reactions and 888 catalyst types from USPTO. The task is: Predict which catalyst facilitates the given reaction. (1) Reactant: [H-].[Na+].[F:3][C:4]([F:20])([F:19])[C:5]1[CH:6]=[C:7]([NH:11][C:12]2[CH2:17][CH2:16][CH2:15][C:14](=[O:18])[CH:13]=2)[CH:8]=[CH:9][CH:10]=1.CC1CCCO1.[C:27]([O:31][C:32](=[O:54])[NH:33][CH:34](S(C1C=CC=CC=1)(=O)=O)[C:35]1[CH:40]=[CH:39][C:38]([C:41]#[N:42])=[CH:37][C:36]=1[S:43][CH3:44])([CH3:30])([CH3:29])[CH3:28]. The catalyst class is: 6. Product: [C:27]([O:31][C:32](=[O:54])[NH:33][CH:34]([C:35]1[CH:40]=[CH:39][C:38]([C:41]#[N:42])=[CH:37][C:36]=1[S:43][CH3:44])[C:13]1[C:14](=[O:18])[CH2:15][CH2:16][CH2:17][C:12]=1[NH:11][C:7]1[CH:8]=[CH:9][CH:10]=[C:5]([C:4]([F:19])([F:20])[F:3])[CH:6]=1)([CH3:30])([CH3:29])[CH3:28]. (2) Reactant: [Br:1][C:2]1[CH:6]=[N:5][N:4]([CH3:7])[C:3]=1[C:8]1[CH:9]=[C:10]([NH2:16])[CH:11]=[CH:12][C:13]=1[O:14][CH3:15].[F:17][C:18]1[CH:23]=[C:22]([F:24])[CH:21]=[CH:20][C:19]=1[N:25]=[C:26]=[O:27]. Product: [Br:1][C:2]1[CH:6]=[N:5][N:4]([CH3:7])[C:3]=1[C:8]1[CH:9]=[C:10]([NH:16][C:26]([NH:25][C:19]2[CH:20]=[CH:21][C:22]([F:24])=[CH:23][C:18]=2[F:17])=[O:27])[CH:11]=[CH:12][C:13]=1[O:14][CH3:15]. The catalyst class is: 2. (3) Product: [CH2:4]([O:17][C:16](=[O:18])[C@@H:15]([NH:14][S:11]([C:1]1[C:10]2[C:5](=[CH:6][CH:7]=[CH:8][CH:9]=2)[CH:4]=[CH:3][CH:2]=1)(=[O:13])=[O:12])[CH2:19][NH:20][C:21](=[O:39])[C:22]1[CH:27]=[CH:26][C:25]([CH2:28][CH2:29][C:30](=[O:38])[NH:31][C:32]2[NH:37][CH2:36][CH2:35][CH2:34][N:33]=2)=[CH:24][CH:23]=1)[CH:5]([CH3:10])[CH3:6]. Reactant: [C:1]1([S:11]([NH:14][C@@H:15]([CH2:19][NH:20][C:21](=[O:39])[C:22]2[CH:27]=[CH:26][C:25]([CH2:28][CH2:29][C:30](=[O:38])[NH:31][C:32]3[NH:33][CH2:34][CH2:35][CH2:36][N:37]=3)=[CH:24][CH:23]=2)[C:16]([OH:18])=[O:17])(=[O:13])=[O:12])[C:10]2[C:5](=[CH:6][CH:7]=[CH:8][CH:9]=2)[CH:4]=[CH:3][CH:2]=1.S(=O)(=O)(O)O. The catalyst class is: 619. (4) Reactant: [Cl:1]N1C(=O)CCC1=O.[CH:9](=[N:16][OH:17])[C:10]1[CH:15]=[CH:14][CH:13]=[CH:12][CH:11]=1.O. Product: [Cl:1][C:9](=[N:16][OH:17])[C:10]1[CH:15]=[CH:14][CH:13]=[CH:12][CH:11]=1. The catalyst class is: 3. (5) Reactant: Cl.[CH2:2]([O:10][C:11]1[CH:16]=[CH:15][C:14]([CH:17]2[O:22][CH2:21][CH2:20][NH:19][CH2:18]2)=[CH:13][CH:12]=1)[CH2:3][CH2:4][CH2:5][CH2:6][CH2:7][CH2:8][CH3:9].[C:23]([O:28][C:29]([CH3:32])([CH3:31])[CH3:30])(=[O:27])[C:24]([CH3:26])=[CH2:25].C1CCN2C(=NCCC2)CC1. Product: [C:29]([O:28][C:23](=[O:27])[CH:24]([CH3:26])[CH2:25][N:19]1[CH2:20][CH2:21][O:22][CH:17]([C:14]2[CH:13]=[CH:12][C:11]([O:10][CH2:2][CH2:3][CH2:4][CH2:5][CH2:6][CH2:7][CH2:8][CH3:9])=[CH:16][CH:15]=2)[CH2:18]1)([CH3:32])([CH3:31])[CH3:30]. The catalyst class is: 3. (6) Reactant: [CH3:1][N:2]1[C:10]2[C:5](=[CH:6][C:7]([C:11]3[C:12](=[O:17])[NH:13][CH2:14][CH2:15][N:16]=3)=[CH:8][CH:9]=2)[CH:4]=[N:3]1.C(O)(=O)C.C([BH3-])#N.[Na+].C(N(C(C)C)CC)(C)C.[C:35](O[C:35]([O:37][C:38]([CH3:41])([CH3:40])[CH3:39])=[O:36])([O:37][C:38]([CH3:41])([CH3:40])[CH3:39])=[O:36]. Product: [CH3:1][N:2]1[C:10]2[C:5](=[CH:6][C:7]([CH:11]3[C:12](=[O:17])[NH:13][CH2:14][CH2:15][N:16]3[C:35]([O:37][C:38]([CH3:41])([CH3:40])[CH3:39])=[O:36])=[CH:8][CH:9]=2)[CH:4]=[N:3]1. The catalyst class is: 1. (7) The catalyst class is: 18. Product: [Cl:8][C:7]1[C:2]([O:19][C:18]2[CH:17]=[CH:16][CH:15]=[CH:14][C:13]=2[CH3:20])=[N:3][CH:4]=[C:5]([C:9]([F:12])([F:11])[F:10])[CH:6]=1. Reactant: Cl[C:2]1[C:7]([Cl:8])=[CH:6][C:5]([C:9]([F:12])([F:11])[F:10])=[CH:4][N:3]=1.[C:13]1([CH3:20])[C:18]([OH:19])=[CH:17][CH:16]=[CH:15][CH:14]=1.[I-].[K+].C([O-])([O-])=O.[K+].[K+]. (8) Reactant: Br[C:2]1[CH:3]=[N:4][CH:5]=[C:6]2[C:11]=1[N:10]=[C:9]([C:12]([NH:14][CH2:15][CH2:16][S:17]([CH3:20])(=[O:19])=[O:18])=[O:13])[CH:8]=[CH:7]2.[Cl:21][C:22]1[CH:27]=[CH:26][C:25](B(O)O)=[C:24]([F:31])[CH:23]=1.C(=O)([O-])[O-].[Cs+].[Cs+]. Product: [Cl:21][C:22]1[CH:27]=[CH:26][C:25]([C:2]2[CH:3]=[N:4][CH:5]=[C:6]3[C:11]=2[N:10]=[C:9]([C:12]([NH:14][CH2:15][CH2:16][S:17]([CH3:20])(=[O:19])=[O:18])=[O:13])[CH:8]=[CH:7]3)=[C:24]([F:31])[CH:23]=1. The catalyst class is: 688. (9) Reactant: [N:1]([C:4]1([CH2:19][OH:20])[O:8][CH:7]([N:9]2[CH:14]=[CH:13][C:12](=[O:15])[NH:11][C:10]2=[O:16])[CH:6]([OH:17])[CH:5]1[OH:18])=[N+:2]=[N-:3].CO[C:23](OC)([CH3:25])[CH3:24].S(O)(C)(=O)=O.C(N(CC)CC)C. Product: [N:1]([C:4]1([CH2:19][OH:20])[CH:5]2[O:18][C:23]([CH3:25])([CH3:24])[O:17][CH:6]2[CH:7]([N:9]2[CH:14]=[CH:13][C:12](=[O:15])[NH:11][C:10]2=[O:16])[O:8]1)=[N+:2]=[N-:3]. The catalyst class is: 21.